Dataset: Catalyst prediction with 721,799 reactions and 888 catalyst types from USPTO. Task: Predict which catalyst facilitates the given reaction. (1) Reactant: [CH2:1]([OH:6])[CH2:2][CH2:3][CH2:4][OH:5].[H-].[Na+].Cl[C:10]1[N:19]=[C:18]([C:20]2[CH:25]=[CH:24][C:23]([N:26]3[CH2:31][CH2:30][O:29][CH2:28][CH2:27]3)=[CH:22][CH:21]=2)[CH:17]=[C:16]2[C:11]=1[CH:12]=[CH:13][CH:14]=[N:15]2.O. Product: [O:29]1[CH2:28][CH2:27][N:26]([C:23]2[CH:22]=[CH:21][C:20]([C:18]3[CH:17]=[C:16]4[C:11]([CH:12]=[CH:13][CH:14]=[N:15]4)=[C:10]([O:5][CH2:4][CH2:3][CH2:2][CH2:1][OH:6])[N:19]=3)=[CH:25][CH:24]=2)[CH2:31][CH2:30]1. The catalyst class is: 44. (2) Reactant: [N+]([O-])([O-])=O.[Ce+4].[NH4+].[N+]([O-])([O-])=O.[N+]([O-])([O-])=O.[N+]([O-])([O-])=O.[N+]([O-])([O-])=O.[CH2:23]([O:25][C:26](=[O:49])[C:27]1[CH:32]=[CH:31][C:30]([CH2:33][C:34]2[O:38][N:37]=[C:36]([CH2:39][O:40]C3C=CC(OC)=CC=3)[N:35]=2)=[CH:29][CH:28]=1)[CH3:24]. Product: [CH2:23]([O:25][C:26](=[O:49])[C:27]1[CH:28]=[CH:29][C:30]([CH2:33][C:34]2[O:38][N:37]=[C:36]([CH2:39][OH:40])[N:35]=2)=[CH:31][CH:32]=1)[CH3:24]. The catalyst class is: 47. (3) Reactant: [CH3:1][C:2]([C:5]1[CH:9]=[C:8]([C:10]([NH:12][C:13]2[CH:14]=[C:15]([C:19]([OH:21])=O)[CH:16]=[N:17][CH:18]=2)=[O:11])[N:7]([CH2:22][CH3:23])[N:6]=1)([CH3:4])[CH3:3].CCCP1(OP(CCC)(=O)OP(CCC)(=O)O1)=O.[CH2:42]([NH:44][CH2:45][CH3:46])[CH3:43]. Product: [CH3:3][C:2]([C:5]1[CH:9]=[C:8]([C:10]([NH:12][C:13]2[CH:14]=[C:15]([C:19]([N:44]([CH2:45][CH3:46])[CH2:42][CH3:43])=[O:21])[CH:16]=[N:17][CH:18]=2)=[O:11])[N:7]([CH2:22][CH3:23])[N:6]=1)([CH3:1])[CH3:4]. The catalyst class is: 112. (4) Reactant: [CH3:1][O:2][C:3]([C@@H:5]([N:13]1[CH2:21][C:17]2[CH:18]=[CH:19][S:20][C:16]=2[CH2:15][CH2:14]1)[C:6]1[CH:7]=[CH:8][CH:9]=[CH:10][C:11]=1[Cl:12])=[O:4].[C@@]12(CS([O-])(=O)=O)C(C)(C)C(CC1)CC2=O.C(=O)([O-])[O-].[K+].[K+]. Product: [CH3:1][O:2][C:3]([C@@H:5]([N:13]1[CH2:21][C:17]2[CH:18]=[CH:19][S:20][C:16]=2[CH2:15][CH2:14]1)[C:6]1[CH:7]=[CH:8][CH:9]=[CH:10][C:11]=1[Cl:12])=[O:4]. The catalyst class is: 46. (5) Reactant: [Cl:1][C:2]1[CH:3]=[N:4][N:5]([CH3:16])[C:6]=1[C:7]1[CH:8]=[C:9]([C:13]([OH:15])=O)[S:10][C:11]=1[CH3:12].[NH2:17][C@@H:18]([CH2:31][C:32]1[CH:37]=[CH:36][C:35]([F:38])=[CH:34][CH:33]=1)[CH2:19][N:20]1[C:28](=[O:29])[C:27]2[C:22](=[CH:23][CH:24]=[CH:25][CH:26]=2)[C:21]1=[O:30].CC(OC(N[C@H](C(O)=O)CC1C=CC=CC=1C(F)(F)F)=O)(C)C.C1CN([P+](Br)(N2CCCC2)N2CCCC2)CC1.F[P-](F)(F)(F)(F)F.CCN(C(C)C)C(C)C. Product: [Cl:1][C:2]1[CH:3]=[N:4][N:5]([CH3:16])[C:6]=1[C:7]1[CH:8]=[C:9]([C:13]([NH:17][C@@H:18]([CH2:31][C:32]2[CH:33]=[CH:34][C:35]([F:38])=[CH:36][CH:37]=2)[CH2:19][N:20]2[C:28](=[O:29])[C:27]3[C:22](=[CH:23][CH:24]=[CH:25][CH:26]=3)[C:21]2=[O:30])=[O:15])[S:10][C:11]=1[CH3:12]. The catalyst class is: 22.